This data is from Reaction yield outcomes from USPTO patents with 853,638 reactions. The task is: Predict the reaction yield, written as a fraction of the theoretical maximum amount of product (1.0 means a 100% yield; for example, 0.34 means a 34% yield). (1) The reactants are [ClH:1].CO[C:4](=O)[CH:5]([NH2:13])[CH2:6][CH2:7][CH2:8][CH2:9][CH2:10][C:11]#[CH:12].[N:15]#[C:16][NH2:17]. No catalyst specified. The product is [ClH:1].[CH2:6]([C:5]1[N:13]=[C:16]([NH2:17])[NH:15][CH:4]=1)[CH2:7][CH2:8][CH2:9][CH2:10][C:11]#[CH:12]. The yield is 0.530. (2) The reactants are [NH2:1][C@@H:2]1[CH2:6][CH2:5][N:4]([C:7]2[C:16]3[C:11](=[CH:12][C:13]([CH3:17])=[CH:14][CH:15]=3)[N:10]=[C:9]([C:18]3[C:23]([F:24])=[CH:22][CH:21]=[CH:20][C:19]=3[OH:25])[N:8]=2)[CH2:3]1.[CH:26]1([C:29](O)=[O:30])[CH2:28][CH2:27]1.C(N(CC)CC)C.CN(C(ON1N=NC2C=CC=NC1=2)=[N+](C)C)C.F[P-](F)(F)(F)(F)F. The catalyst is CN(C=O)C.O. The product is [F:24][C:23]1[CH:22]=[CH:21][CH:20]=[C:19]([OH:25])[C:18]=1[C:9]1[N:8]=[C:7]([N:4]2[CH2:5][CH2:6][C@@H:2]([NH:1][C:29]([CH:26]3[CH2:28][CH2:27]3)=[O:30])[CH2:3]2)[C:16]2[C:11](=[CH:12][C:13]([CH3:17])=[CH:14][CH:15]=2)[N:10]=1. The yield is 0.660.